This data is from Forward reaction prediction with 1.9M reactions from USPTO patents (1976-2016). The task is: Predict the product of the given reaction. (1) Given the reactants B(Cl)(Cl)Cl.C([O:12][N:13]1[C:19](=[O:20])[N:18]2[CH2:21][C@H:14]1[CH2:15][CH2:16][C@H:17]2[C:22]1[N:26]=[CH:25][O:24][N:23]=1)C1C=CC=CC=1, predict the reaction product. The product is: [OH:12][N:13]1[C:19](=[O:20])[N:18]2[CH2:21][C@H:14]1[CH2:15][CH2:16][C@H:17]2[C:22]1[N:26]=[CH:25][O:24][N:23]=1. (2) Given the reactants I.[NH2:2][C:3]1[C:4]([C:11]([NH:13][C:14](=[NH:17])SC)=[O:12])=[N:5][C:6]([Cl:10])=[C:7]([NH2:9])[N:8]=1.[NH2:18][CH2:19][CH2:20][CH2:21][CH2:22][C:23]1[CH:39]=[CH:38][C:26]([O:27][CH2:28][C:29]([N:31]([CH2:35][CH2:36][OH:37])[CH2:32][CH2:33][OH:34])=[O:30])=[CH:25][CH:24]=1.C(N(CC)CC)C, predict the reaction product. The product is: [NH2:2][C:3]1[C:4]([C:11]([N:13]=[C:14]([NH2:17])[NH:18][CH2:19][CH2:20][CH2:21][CH2:22][C:23]2[CH:39]=[CH:38][C:26]([O:27][CH2:28][C:29]([N:31]([CH2:35][CH2:36][OH:37])[CH2:32][CH2:33][OH:34])=[O:30])=[CH:25][CH:24]=2)=[O:12])=[N:5][C:6]([Cl:10])=[C:7]([NH2:9])[N:8]=1. (3) Given the reactants [N:1]1([C:7]2[C:8]3[CH:31]=[CH:30][N:29]([CH2:32][CH:33]=O)[C:9]=3[N:10]=[C:11]([C:13]3[CH:18]=[CH:17][C:16]([NH:19][C:20]([NH:22][C:23]4[CH:28]=[CH:27][N:26]=[CH:25][CH:24]=4)=[O:21])=[CH:15][CH:14]=3)[N:12]=2)[CH2:6][CH2:5][O:4][CH2:3][CH2:2]1.[C:35]([NH2:39])([CH3:38])([CH3:37])[CH3:36], predict the reaction product. The product is: [C:35]([NH:39][CH2:33][CH2:32][N:29]1[C:9]2[N:10]=[C:11]([C:13]3[CH:14]=[CH:15][C:16]([NH:19][C:20]([NH:22][C:23]4[CH:24]=[CH:25][N:26]=[CH:27][CH:28]=4)=[O:21])=[CH:17][CH:18]=3)[N:12]=[C:7]([N:1]3[CH2:2][CH2:3][O:4][CH2:5][CH2:6]3)[C:8]=2[CH:31]=[CH:30]1)([CH3:38])([CH3:37])[CH3:36]. (4) Given the reactants [CH3:1][C:2]1[CH:13]=[C:12]([N+:14]([O-:16])=[O:15])[CH:11]=[C:10]([CH3:17])[C:3]=1[O:4][CH2:5][C:6]([NH:8][NH2:9])=[O:7].[NH:18]1[C:26]2[CH:25]=[CH:24][CH:23]=[C:22]([CH:27]=O)[C:21]=2[CH:20]=[CH:19]1, predict the reaction product. The product is: [NH:18]1[C:26]2[C:21](=[C:22](/[CH:27]=[N:9]/[NH:8][C:6](=[O:7])[CH2:5][O:4][C:3]3[C:2]([CH3:1])=[CH:13][C:12]([N+:14]([O-:16])=[O:15])=[CH:11][C:10]=3[CH3:17])[CH:23]=[CH:24][CH:25]=2)[CH:20]=[CH:19]1. (5) Given the reactants Br[C:2]1[C:10]2[C:5](=[CH:6][C:7]([F:11])=[CH:8][CH:9]=2)[N:4]([S:12]([C:15]2[CH:20]=[CH:19][CH:18]=[CH:17][CH:16]=2)(=[O:14])=[O:13])[CH:3]=1.[CH3:21][C:22]1[CH:27]=[CH:26][N:25]=[CH:24][C:23]=1B(O)O, predict the reaction product. The product is: [F:11][C:7]1[CH:6]=[C:5]2[C:10]([C:2]([C:23]3[CH:24]=[N:25][CH:26]=[CH:27][C:22]=3[CH3:21])=[CH:3][N:4]2[S:12]([C:15]2[CH:20]=[CH:19][CH:18]=[CH:17][CH:16]=2)(=[O:14])=[O:13])=[CH:9][CH:8]=1.